Dataset: Forward reaction prediction with 1.9M reactions from USPTO patents (1976-2016). Task: Predict the product of the given reaction. (1) The product is: [Br:21][CH2:22][CH2:23][N:8]1[CH2:7][C:6]2[CH:20]=[C:2]([F:1])[CH:3]=[CH:4][C:5]=2[N:10]([C:11]2[CH:16]=[CH:15][CH:14]=[CH:13][C:12]=2[F:17])[S:9]1(=[O:19])=[O:18]. Given the reactants [F:1][C:2]1[CH:3]=[CH:4][C:5]2[N:10]([C:11]3[CH:16]=[CH:15][CH:14]=[CH:13][C:12]=3[F:17])[S:9](=[O:19])(=[O:18])[NH:8][CH2:7][C:6]=2[CH:20]=1.[Br:21][CH:22](O)[CH3:23], predict the reaction product. (2) Given the reactants [P:1]([Cl:5])(Cl)(Cl)=[S:2].[C:6]1([OH:12])[CH:11]=[CH:10][CH:9]=[CH:8][CH:7]=1.C(N(CC)CC)C.[CH2:20]([O:22][C:23](=[O:27])[C@H:24]([CH3:26])[NH2:25])[CH3:21].Cl, predict the reaction product. The product is: [Cl:5][P:1]([NH:25][C@@H:24]([CH3:26])[C:23]([O:22][CH2:20][CH3:21])=[O:27])([O:12][C:6]1[CH:11]=[CH:10][CH:9]=[CH:8][CH:7]=1)=[S:2].